The task is: Predict the reaction yield, written as a fraction of the theoretical maximum amount of product (1.0 means a 100% yield; for example, 0.34 means a 34% yield).. This data is from Reaction yield outcomes from USPTO patents with 853,638 reactions. (1) The reactants are [F:1][C:2]([F:39])([F:38])[C:3]1[CH:4]=[C:5]([CH:31]=[C:32]([C:34]([F:37])([F:36])[F:35])[CH:33]=1)[CH2:6][N:7]([CH2:14][C:15]1[CH:16]=[C:17]2[C:28]([CH3:29])=[N:27][N:26]([CH3:30])[C:18]2=[N:19][C:20]=1[NH:21][CH2:22][CH:23]1[CH2:25][CH2:24]1)[C:8]1[N:9]=[N:10][N:11]([CH3:13])[N:12]=1.C(N(CC)CC)C.[CH:47]1([C:50](Cl)=[O:51])[CH2:49][CH2:48]1. The catalyst is C1COCC1.C(OCC)(=O)C. The product is [F:38][C:2]([F:1])([F:39])[C:3]1[CH:4]=[C:5]([CH:31]=[C:32]([C:34]([F:35])([F:36])[F:37])[CH:33]=1)[CH2:6][N:7]([CH2:14][C:15]1[CH:16]=[C:17]2[C:28]([CH3:29])=[N:27][N:26]([CH3:30])[C:18]2=[N:19][C:20]=1[N:21]([CH2:22][CH:23]1[CH2:24][CH2:25]1)[C:50]([CH:47]1[CH2:49][CH2:48]1)=[O:51])[C:8]1[N:9]=[N:10][N:11]([CH3:13])[N:12]=1. The yield is 0.525. (2) The reactants are [CH2:1]([O:4][CH2:5][CH2:6][C:7]1[CH:21]=[CH:20][C:10]([CH2:11][C:12]2[CH:17]=[C:16](Br)[CH:15]=[CH:14][C:13]=2[Cl:19])=[CH:9][CH:8]=1)[CH:2]=[CH2:3].[CH2:22]([O:29][C@@H:30]1[C@@H:35]([O:36][CH2:37][C:38]2[CH:43]=[CH:42][CH:41]=[CH:40][CH:39]=2)[C@H:34]([O:44][CH2:45][C:46]2[CH:51]=[CH:50][CH:49]=[CH:48][CH:47]=2)[C@@H:33]([CH2:52][O:53][CH2:54][C:55]2[CH:60]=[CH:59][CH:58]=[CH:57][CH:56]=2)[O:32][C:31]1=[O:61])[C:23]1[CH:28]=[CH:27][CH:26]=[CH:25][CH:24]=1.[CH2:62]([Li])CCC.CS(O)(=O)=O.C(=O)(O)[O-].[Na+]. The catalyst is C1COCC1.CCCCCC.CO.O. The product is [CH2:1]([O:4][CH2:5][CH2:6][C:7]1[CH:21]=[CH:20][C:10]([CH2:11][C:12]2[CH:17]=[C:16]([C@@:31]3([O:61][CH3:62])[C@H:30]([O:29][CH2:22][C:23]4[CH:28]=[CH:27][CH:26]=[CH:25][CH:24]=4)[C@@H:35]([O:36][CH2:37][C:38]4[CH:43]=[CH:42][CH:41]=[CH:40][CH:39]=4)[C@H:34]([O:44][CH2:45][C:46]4[CH:47]=[CH:48][CH:49]=[CH:50][CH:51]=4)[C@@H:33]([CH2:52][O:53][CH2:54][C:55]4[CH:56]=[CH:57][CH:58]=[CH:59][CH:60]=4)[O:32]3)[CH:15]=[CH:14][C:13]=2[Cl:19])=[CH:9][CH:8]=1)[CH:2]=[CH2:3]. The yield is 0.280. (3) The reactants are Cl[C:2]1[N:7]=[C:6]([CH:8]([CH:11]2[N:15]([CH2:16][CH3:17])[C:14]3[CH:18]=[CH:19][CH:20]=[CH:21][C:13]=3[NH:12]2)[C:9]#[N:10])[C:5]([CH3:22])=[CH:4][N:3]=1.[CH:23]1([NH2:30])[CH2:29][CH2:28][CH2:27][CH2:26][CH2:25][CH2:24]1. No catalyst specified. The product is [CH:23]1([NH:30][C:2]2[N:7]=[C:6](/[C:8](=[C:11]3\[NH:12][C:13]4[CH:21]=[CH:20][CH:19]=[CH:18][C:14]=4[N:15]\3[CH2:16][CH3:17])/[C:9]#[N:10])[C:5]([CH3:22])=[CH:4][N:3]=2)[CH2:29][CH2:28][CH2:27][CH2:26][CH2:25][CH2:24]1. The yield is 0.710. (4) The reactants are Br[CH2:2][CH2:3]Br.[Mg].Br[C:7]1[CH:12]=[CH:11][C:10]([O:13][CH3:14])=[CH:9][CH:8]=1.[CH3:15][C:16]1([CH3:30])[O:20][CH2:19][C@@H:18]([CH:21]=[O:22])[N:17]1[C:23]([O:25][C:26](C)(C)C)=[O:24].[CH2:31]1[CH2:35]O[CH2:33][CH2:32]1. The catalyst is S(C)C.[Cu]I. The product is [OH:22][C@H:21]([C:7]1[CH:12]=[CH:11][C:10]([O:13][CH3:14])=[CH:9][CH:8]=1)[C@H:18]1[CH2:19][O:20][C:16]([CH3:30])([CH3:15])[N:17]1[C:23]([O:25][CH2:26][C:3]1[CH:2]=[CH:33][CH:32]=[CH:31][CH:35]=1)=[O:24]. The yield is 0.360. (5) The reactants are [CH3:1][O:2][C:3]1[N:7]([CH2:8][C:9]2[CH:14]=[CH:13][C:12]([C:15]3[CH:20]=[CH:19][CH:18]=[CH:17][C:16]=3[C:21]3[NH:25][N:24]=[N:23][N:22]=3)=[CH:11][CH:10]=2)[C:6]2[C:26]([C:30]([O:32]C)=[O:31])=[CH:27][CH:28]=[CH:29][C:5]=2[N:4]=1.[OH-].[Na+]. The catalyst is CO. The product is [CH3:1][O:2][C:3]1[N:7]([CH2:8][C:9]2[CH:10]=[CH:11][C:12]([C:15]3[CH:20]=[CH:19][CH:18]=[CH:17][C:16]=3[C:21]3[NH:25][N:24]=[N:23][N:22]=3)=[CH:13][CH:14]=2)[C:6]2[C:26]([C:30]([OH:32])=[O:31])=[CH:27][CH:28]=[CH:29][C:5]=2[N:4]=1. The yield is 0.770.